Dataset: CYP3A4 inhibition data for predicting drug metabolism from PubChem BioAssay. Task: Regression/Classification. Given a drug SMILES string, predict its absorption, distribution, metabolism, or excretion properties. Task type varies by dataset: regression for continuous measurements (e.g., permeability, clearance, half-life) or binary classification for categorical outcomes (e.g., BBB penetration, CYP inhibition). Dataset: cyp3a4_veith. The drug is CCCSc1cc(N2CCCC2)nc(-c2ccccc2)n1. The result is 0 (non-inhibitor).